Predict the reaction yield, written as a fraction of the theoretical maximum amount of product (1.0 means a 100% yield; for example, 0.34 means a 34% yield). From a dataset of Reaction yield outcomes from USPTO patents with 853,638 reactions. The yield is 0.960. The reactants are C([O:4][C@@H:5]1[C@H:9]([O:10][CH2:11][C:12]2[CH:17]=[CH:16][CH:15]=[CH:14][CH:13]=2)[C@:8]([CH2:20][O:21][CH2:22][C:23]2[CH:28]=[CH:27][CH:26]=[CH:25][CH:24]=2)([CH:18]=[CH2:19])[O:7][C@H:6]1[N:29]1[CH:37]=[N:36][C:35]2[C:30]1=[N:31][CH:32]=[N:33][C:34]=2[NH2:38])(=O)C. The catalyst is N.CO.O1CCOCC1. The product is [NH2:38][C:34]1[N:33]=[CH:32][N:31]=[C:30]2[C:35]=1[N:36]=[CH:37][N:29]2[C@H:6]1[C@H:5]([OH:4])[C@H:9]([O:10][CH2:11][C:12]2[CH:17]=[CH:16][CH:15]=[CH:14][CH:13]=2)[C@:8]([CH2:20][O:21][CH2:22][C:23]2[CH:24]=[CH:25][CH:26]=[CH:27][CH:28]=2)([CH:18]=[CH2:19])[O:7]1.